From a dataset of NCI-60 drug combinations with 297,098 pairs across 59 cell lines. Regression. Given two drug SMILES strings and cell line genomic features, predict the synergy score measuring deviation from expected non-interaction effect. (1) Drug 1: CCCCCOC(=O)NC1=NC(=O)N(C=C1F)C2C(C(C(O2)C)O)O. Drug 2: C1C(C(OC1N2C=NC(=NC2=O)N)CO)O. Cell line: NCI/ADR-RES. Synergy scores: CSS=-6.46, Synergy_ZIP=3.59, Synergy_Bliss=-0.188, Synergy_Loewe=-11.0, Synergy_HSA=-8.98. (2) Drug 1: CNC(=O)C1=CC=CC=C1SC2=CC3=C(C=C2)C(=NN3)C=CC4=CC=CC=N4. Drug 2: CC1=C2C(C(=O)C3(C(CC4C(C3C(C(C2(C)C)(CC1OC(=O)C(C(C5=CC=CC=C5)NC(=O)OC(C)(C)C)O)O)OC(=O)C6=CC=CC=C6)(CO4)OC(=O)C)OC)C)OC. Cell line: U251. Synergy scores: CSS=55.7, Synergy_ZIP=4.10, Synergy_Bliss=2.81, Synergy_Loewe=5.06, Synergy_HSA=6.28. (3) Drug 1: CC12CCC3C(C1CCC2=O)CC(=C)C4=CC(=O)C=CC34C. Drug 2: CC1=C(C=C(C=C1)C(=O)NC2=CC(=CC(=C2)C(F)(F)F)N3C=C(N=C3)C)NC4=NC=CC(=N4)C5=CN=CC=C5. Cell line: SN12C. Synergy scores: CSS=23.9, Synergy_ZIP=-0.435, Synergy_Bliss=-3.22, Synergy_Loewe=-3.01, Synergy_HSA=-3.50. (4) Drug 1: CN1CCC(CC1)COC2=C(C=C3C(=C2)N=CN=C3NC4=C(C=C(C=C4)Br)F)OC. Drug 2: C1=CN(C=N1)CC(O)(P(=O)(O)O)P(=O)(O)O. Cell line: CCRF-CEM. Synergy scores: CSS=2.47, Synergy_ZIP=-0.801, Synergy_Bliss=1.49, Synergy_Loewe=-1.21, Synergy_HSA=0.191. (5) Drug 1: C1C(C(OC1N2C=C(C(=O)NC2=O)F)CO)O. Drug 2: CN(CCCl)CCCl.Cl. Cell line: OVCAR-4. Synergy scores: CSS=13.6, Synergy_ZIP=-5.12, Synergy_Bliss=-3.38, Synergy_Loewe=-18.6, Synergy_HSA=-1.62.